From a dataset of Full USPTO retrosynthesis dataset with 1.9M reactions from patents (1976-2016). Predict the reactants needed to synthesize the given product. (1) Given the product [Cl:1][C:2]1[N:10]=[CH:9][C:8]([Cl:11])=[CH:7][C:3]=1[C:4]([NH:58][C:56](=[NH:57])[CH2:55][O:54][CH2:53][CH2:52][C:46]1[CH:47]=[C:48]([F:51])[CH:49]=[CH:50][C:45]=1[F:44])=[O:6], predict the reactants needed to synthesize it. The reactants are: [Cl:1][C:2]1[N:10]=[CH:9][C:8]([Cl:11])=[CH:7][C:3]=1[C:4]([OH:6])=O.CN(C(ON1N=NC2C=CC=CC1=2)=[N+](C)C)C.[B-](F)(F)(F)F.CCN(C(C)C)C(C)C.Cl.[F:44][C:45]1[CH:50]=[CH:49][C:48]([F:51])=[CH:47][C:46]=1[CH2:52][CH2:53][O:54][CH2:55][C:56]([NH2:58])=[NH:57]. (2) The reactants are: C([O:8][C:9]1[CH:14]=[CH:13][N:12]([C:15]2[CH:16]=[CH:17][C:18]3[N:22]=[C:21]([CH3:23])[N:20]([CH3:24])[C:19]=3[CH:25]=2)[C:11](=[O:26])[CH:10]=1)C1C=CC=CC=1. Given the product [CH3:24][N:20]1[C:19]2[CH:25]=[C:15]([N:12]3[CH:13]=[CH:14][C:9]([OH:8])=[CH:10][C:11]3=[O:26])[CH:16]=[CH:17][C:18]=2[N:22]=[C:21]1[CH3:23], predict the reactants needed to synthesize it. (3) Given the product [CH3:1][CH2:2][C:3]([C:5]1[CH:6]=[CH:7][C:8]([O:11][CH2:12][C:13]2[CH:18]=[CH:17][CH:16]=[CH:15][CH:14]=2)=[CH:9][CH:10]=1)=[O:4], predict the reactants needed to synthesize it. The reactants are: [CH3:1][CH2:2][C:3]([C:5]1[CH:10]=[CH:9][C:8]([OH:11])=[CH:7][CH:6]=1)=[O:4].[CH2:12](Br)[C:13]1[CH:18]=[CH:17][CH:16]=[CH:15][CH:14]=1.C([O-])([O-])=O.[K+].[K+].